Dataset: Peptide-MHC class I binding affinity with 185,985 pairs from IEDB/IMGT. Task: Regression. Given a peptide amino acid sequence and an MHC pseudo amino acid sequence, predict their binding affinity value. This is MHC class I binding data. (1) The peptide sequence is DSPATLSAY. The MHC is HLA-A26:02 with pseudo-sequence HLA-A26:02. The binding affinity (normalized) is 0.898. (2) The peptide sequence is KFKPRFAGV. The MHC is HLA-A24:03 with pseudo-sequence HLA-A24:03. The binding affinity (normalized) is 0.0847. (3) The peptide sequence is TLLIKTLSPA. The MHC is HLA-A02:06 with pseudo-sequence HLA-A02:06. The binding affinity (normalized) is 1.00. (4) The peptide sequence is VGNVYVKF. The MHC is Patr-A0901 with pseudo-sequence Patr-A0901. The binding affinity (normalized) is 0.0254. (5) The peptide sequence is RLFYTFFSY. The MHC is HLA-A33:01 with pseudo-sequence HLA-A33:01. The binding affinity (normalized) is 0.333.